This data is from Catalyst prediction with 721,799 reactions and 888 catalyst types from USPTO. The task is: Predict which catalyst facilitates the given reaction. (1) Product: [NH2:21][C:6]1[C:7]([C:8]([NH:10][C:11]2[CH:16]=[C:15]([O:17][CH3:18])[CH:14]=[C:13]([F:19])[CH:12]=2)=[O:9])=[C:2]([Cl:1])[N:3]=[CH:4][N:5]=1. The catalyst class is: 12. Reactant: [Cl:1][C:2]1[C:7]([C:8]([NH:10][C:11]2[CH:16]=[C:15]([O:17][CH3:18])[CH:14]=[C:13]([F:19])[CH:12]=2)=[O:9])=[C:6](Cl)[N:5]=[CH:4][N:3]=1.[NH3:21]. (2) Reactant: [CH3:1][C:2]1([C:5](=O)[CH2:6][C:7]#[N:8])[CH2:4][CH2:3]1.[CH3:10][NH:11][NH2:12]. Product: [CH3:10][N:11]1[C:7]([NH2:8])=[CH:6][C:5]([C:2]2([CH3:1])[CH2:4][CH2:3]2)=[N:12]1. The catalyst class is: 5. (3) Reactant: [OH:1][C:2]1[CH:10]=[CH:9][C:5]([C:6]([NH2:8])=O)=[CH:4][C:3]=1[O:11][C:12]([F:15])([F:14])[F:13].N1C(Cl)=NC(Cl)=NC=1Cl.O. Product: [OH:1][C:2]1[CH:10]=[CH:9][C:5]([C:6]#[N:8])=[CH:4][C:3]=1[O:11][C:12]([F:13])([F:14])[F:15]. The catalyst class is: 9. (4) Reactant: [F:1][C@@H:2]1[C@@H:7]([C:8]2[CH:13]=[CH:12][C:11]([O:14]C)=[C:10]([F:16])[CH:9]=2)[CH2:6][CH2:5][N:4]([CH:17]2[CH2:21][CH2:20][N:19]([CH2:22][C:23]3[CH:28]=[CH:27][C:26]([CH3:29])=[C:25]([F:30])[CH:24]=3)[C:18]2=[O:31])[CH2:3]1.B(Br)(Br)Br. Product: [F:1][C@@H:2]1[C@@H:7]([C:8]2[CH:13]=[CH:12][C:11]([OH:14])=[C:10]([F:16])[CH:9]=2)[CH2:6][CH2:5][N:4]([CH:17]2[CH2:21][CH2:20][N:19]([CH2:22][C:23]3[CH:28]=[CH:27][C:26]([CH3:29])=[C:25]([F:30])[CH:24]=3)[C:18]2=[O:31])[CH2:3]1. The catalyst class is: 2. (5) Reactant: [BH4-].[Na+].[CH3:3][O:4][C:5]1[CH:10]=[CH:9][C:8]([N+:11]([O-])=O)=[CH:7][C:6]=1[NH:14][C:15]1[S:16][CH:17]=[C:18]([C:20]2[S:24][C:23]([NH:25][C:26](=[O:28])[CH3:27])=[N:22][C:21]=2[CH3:29])[N:19]=1.O. Product: [NH2:11][C:8]1[CH:9]=[CH:10][C:5]([O:4][CH3:3])=[C:6]([NH:14][C:15]2[S:16][CH:17]=[C:18]([C:20]3[S:24][C:23]([NH:25][C:26](=[O:28])[CH3:27])=[N:22][C:21]=3[CH3:29])[N:19]=2)[CH:7]=1. The catalyst class is: 652. (6) Product: [NH2:1][C:2]1[C:7]([NH:11][CH2:12][CH2:13][OH:14])=[N:6][C:5]([CH3:9])=[N:4][C:3]=1[Cl:10]. Reactant: [NH2:1][C:2]1[C:3]([Cl:10])=[N:4][C:5]([CH3:9])=[N:6][C:7]=1Cl.[NH2:11][CH2:12][CH2:13][OH:14].C(N(C(C)C)CC)(C)C. The catalyst class is: 41. (7) Reactant: C(OP(OCC)(O[CH:7]([CH3:16])/[CH:8]=[C:9](\[CH3:15])/[C:10]([O:12][CH2:13][CH3:14])=[O:11])=O)C.[CH3:20][O:21][C:22]1[CH:27]=[CH:26][C:25]([NH2:28])=[CH:24][CH:23]=1.CCCCCCC. Product: [C:10]([O:12][CH:13]([CH3:14])[CH3:20])([CH3:9])=[O:11].[CH3:20][O:21][C:22]1[CH:27]=[CH:26][C:25]([NH:28]/[C:8](/[CH2:7][CH3:16])=[C:9](\[CH3:15])/[C:10]([O:12][CH2:13][CH3:14])=[O:11])=[CH:24][CH:23]=1. The catalyst class is: 707.